This data is from NCI-60 drug combinations with 297,098 pairs across 59 cell lines. The task is: Regression. Given two drug SMILES strings and cell line genomic features, predict the synergy score measuring deviation from expected non-interaction effect. (1) Drug 1: CCCCCOC(=O)NC1=NC(=O)N(C=C1F)C2C(C(C(O2)C)O)O. Drug 2: C1CNP(=O)(OC1)N(CCCl)CCCl. Cell line: HOP-62. Synergy scores: CSS=4.43, Synergy_ZIP=6.90, Synergy_Bliss=14.3, Synergy_Loewe=-0.0332, Synergy_HSA=2.96. (2) Drug 1: CC1=C2C(C(=O)C3(C(CC4C(C3C(C(C2(C)C)(CC1OC(=O)C(C(C5=CC=CC=C5)NC(=O)OC(C)(C)C)O)O)OC(=O)C6=CC=CC=C6)(CO4)OC(=O)C)OC)C)OC. Drug 2: COC1=C2C(=CC3=C1OC=C3)C=CC(=O)O2. Cell line: BT-549. Synergy scores: CSS=39.1, Synergy_ZIP=3.55, Synergy_Bliss=1.30, Synergy_Loewe=-30.0, Synergy_HSA=0.801. (3) Drug 1: C1=CN(C=N1)CC(O)(P(=O)(O)O)P(=O)(O)O. Drug 2: C1=NNC2=C1C(=O)NC=N2. Cell line: T-47D. Synergy scores: CSS=3.55, Synergy_ZIP=-4.02, Synergy_Bliss=-7.24, Synergy_Loewe=-3.99, Synergy_HSA=-3.54. (4) Drug 1: CS(=O)(=O)C1=CC(=C(C=C1)C(=O)NC2=CC(=C(C=C2)Cl)C3=CC=CC=N3)Cl. Drug 2: C1C(C(OC1N2C=NC3=C2NC=NCC3O)CO)O. Cell line: HT29. Synergy scores: CSS=8.06, Synergy_ZIP=2.90, Synergy_Bliss=6.76, Synergy_Loewe=-0.333, Synergy_HSA=2.35.